This data is from Forward reaction prediction with 1.9M reactions from USPTO patents (1976-2016). The task is: Predict the product of the given reaction. (1) Given the reactants Br[C:2]1[CH:3]=[CH:4][C:5]([C:10]([N:12]2[CH2:17][CH2:16][N:15]([C:18]3[C:23]([CH:24]4[CH2:26][CH2:25]4)=[CH:22][C:21]([CH:27]4[CH2:29][CH2:28]4)=[CH:20][N:19]=3)[CH2:14][CH2:13]2)=[O:11])=[C:6]([CH:9]=1)[C:7]#[N:8].[S:30]1(=[O:37])(=[O:36])[CH2:35][CH2:34][CH2:33][CH2:32][NH:31]1, predict the reaction product. The product is: [CH:24]1([C:23]2[C:18]([N:15]3[CH2:16][CH2:17][N:12]([C:10]([C:5]4[CH:4]=[CH:3][C:2]([N:31]5[CH2:32][CH2:33][CH2:34][CH2:35][S:30]5(=[O:37])=[O:36])=[CH:9][C:6]=4[C:7]#[N:8])=[O:11])[CH2:13][CH2:14]3)=[N:19][CH:20]=[C:21]([CH:27]3[CH2:29][CH2:28]3)[CH:22]=2)[CH2:26][CH2:25]1. (2) Given the reactants CN(C(ON1N=NC2C=CC=NC1=2)=[N+](C)C)C.F[P-](F)(F)(F)(F)F.CCN(C(C)C)C(C)C.[CH:34]1[CH:35]=[C:36]2[C:43](=[O:44])[N:42]([CH:45]3[C:51](=[O:52])[NH:50][C:48](=[O:49])[CH2:47][CH2:46]3)[CH2:41][C:37]2=[C:38]([NH2:40])[CH:39]=1.[CH3:53][C:54]([CH3:70])([O:56][C:57](=[O:69])[NH:58][CH2:59][CH2:60][O:61][CH2:62][CH2:63][O:64][CH2:65][C:66](O)=[O:67])[CH3:55], predict the reaction product. The product is: [O:52]=[C:51]1[CH:45]([N:42]2[CH2:41][C:37]3[C:36](=[CH:35][CH:34]=[CH:39][C:38]=3[NH:40][C:66](=[O:67])[CH2:65][O:64][CH2:63][CH2:62][O:61][CH2:60][CH2:59][NH:58][C:57](=[O:69])[O:56][C:54]([CH3:53])([CH3:55])[CH3:70])[C:43]2=[O:44])[CH2:46][CH2:47][C:48](=[O:49])[NH:50]1.